Predict the reaction yield, written as a fraction of the theoretical maximum amount of product (1.0 means a 100% yield; for example, 0.34 means a 34% yield). From a dataset of Reaction yield outcomes from USPTO patents with 853,638 reactions. (1) The reactants are [CH2:1]([O:3][C:4]1[CH:14]=[CH:13][C:7]([O:8][CH2:9][CH:10]2[CH2:12][O:11]2)=[CH:6][CH:5]=1)[CH3:2].[Cl:15][C:16]1[CH:32]=[CH:31][CH:30]=[CH:29][C:17]=1[CH2:18][N:19]1[C:23]([CH3:24])=[C:22]([CH2:25][NH:26][CH3:27])[C:21]([CH3:28])=[N:20]1.O1CC1. The catalyst is CO. The product is [Cl:15][C:16]1[CH:32]=[CH:31][CH:30]=[CH:29][C:17]=1[CH2:18][N:19]1[C:23]([CH3:24])=[C:22]([CH2:25][N:26]([CH3:27])[CH2:12][CH:10]([OH:11])[CH2:9][O:8][C:7]2[CH:13]=[CH:14][C:4]([O:3][CH2:1][CH3:2])=[CH:5][CH:6]=2)[C:21]([CH3:28])=[N:20]1. The yield is 0.630. (2) The yield is 0.0900. The product is [N:1]1([C:7]2[CH:12]=[CH:11][C:10]([NH:13][C:14]([C:16]3[CH:17]=[C:18]([CH:30]=[CH:31][CH:32]=3)[CH2:19][S:20][CH2:21][CH2:22][C:23]([OH:25])=[O:24])=[O:15])=[C:9]([C:33](=[O:51])[NH:34][C:35]3[CH:40]=[N:39][C:38]([C:41]4[CH:46]=[CH:45][CH:44]=[C:43]([C:47]([F:50])([F:48])[F:49])[CH:42]=4)=[CH:37][N:36]=3)[CH:8]=2)[CH2:2][CH2:3][CH2:4][CH2:5][CH2:6]1. The reactants are [N:1]1([C:7]2[CH:12]=[CH:11][C:10]([NH:13][C:14]([C:16]3[CH:17]=[C:18]([CH:30]=[CH:31][CH:32]=3)[CH2:19][S:20][CH2:21][CH2:22][C:23]([O:25]C(C)(C)C)=[O:24])=[O:15])=[C:9]([C:33](=[O:51])[NH:34][C:35]3[CH:40]=[N:39][C:38]([C:41]4[CH:46]=[CH:45][CH:44]=[C:43]([C:47]([F:50])([F:49])[F:48])[CH:42]=4)=[CH:37][N:36]=3)[CH:8]=2)[CH2:6][CH2:5][CH2:4][CH2:3][CH2:2]1.FC(F)(F)C(O)=O. The catalyst is ClCCl.